Task: Predict the product of the given reaction.. Dataset: Forward reaction prediction with 1.9M reactions from USPTO patents (1976-2016) (1) Given the reactants Cl[C:2]1[CH:7]=[N:6][N:5]2[C:8]([C:11]3[CH:12]=[C:13]([NH:17][C:18]([NH:20][CH2:21][C:22]([F:25])([F:24])[F:23])=[O:19])[CH:14]=[CH:15][CH:16]=3)=[CH:9][N:10]=[C:4]2[CH:3]=1.[C:26]([CH2:28][C:29]1([N:40]2[CH:44]=[C:43](B3OC(C)(C)C(C)(C)O3)[CH:42]=[N:41]2)[CH2:32][N:31]([C:33]([O:35][C:36]([CH3:39])([CH3:38])[CH3:37])=[O:34])[CH2:30]1)#[N:27].C(=O)([O-])[O-].[K+].[K+], predict the reaction product. The product is: [C:26]([CH2:28][C:29]1([N:40]2[CH:44]=[C:43]([C:2]3[CH:7]=[N:6][N:5]4[C:8]([C:11]5[CH:16]=[CH:15][CH:14]=[C:13]([NH:17][C:18]([NH:20][CH2:21][C:22]([F:25])([F:24])[F:23])=[O:19])[CH:12]=5)=[CH:9][N:10]=[C:4]4[CH:3]=3)[CH:42]=[N:41]2)[CH2:32][N:31]([C:33]([O:35][C:36]([CH3:39])([CH3:38])[CH3:37])=[O:34])[CH2:30]1)#[N:27]. (2) Given the reactants C(OC([NH:8][CH:9]([C:28](=[O:32])[N:29]([CH3:31])[CH3:30])[C:10]1[CH:27]=[CH:26][C:13]([O:14][C:15]2[CH:20]=[CH:19][C:18]([CH2:21][CH2:22][C:23]([OH:25])=[O:24])=[CH:17][CH:16]=2)=[CH:12][CH:11]=1)=O)(C)(C)C, predict the reaction product. The product is: [NH2:8][CH:9]([C:28](=[O:32])[N:29]([CH3:30])[CH3:31])[C:10]1[CH:27]=[CH:26][C:13]([O:14][C:15]2[CH:16]=[CH:17][C:18]([CH2:21][CH2:22][C:23]([OH:25])=[O:24])=[CH:19][CH:20]=2)=[CH:12][CH:11]=1. (3) Given the reactants [C:1]([C:5]1[C:6](=[O:17])[NH:7][C:8]2[C:13]([N:14]=1)=[CH:12][CH:11]=[C:10]([O:15][CH3:16])[CH:9]=2)([CH3:4])([CH3:3])[CH3:2].Br[CH2:19][CH2:20][C:21]([CH3:24])([CH3:23])[CH3:22].C(=O)([O-])[O-].[Cs+].[Cs+], predict the reaction product. The product is: [C:1]([C:5]1[C:6](=[O:17])[N:7]([CH2:19][CH2:20][C:21]([CH3:24])([CH3:23])[CH3:22])[C:8]2[C:13]([N:14]=1)=[CH:12][CH:11]=[C:10]([O:15][CH3:16])[CH:9]=2)([CH3:4])([CH3:2])[CH3:3]. (4) Given the reactants [C:1]([C:3]1[CH:8]=[CH:7][C:6]([N:9]([CH2:14][CH3:15])[CH2:10][C:11]([OH:13])=O)=[CH:5][C:4]=1[C:16]([F:19])([F:18])[F:17])#[N:2].[CH2:20]([NH2:23])[CH2:21][CH3:22], predict the reaction product. The product is: [C:1]([C:3]1[CH:8]=[CH:7][C:6]([N:9]([CH2:14][CH3:15])[CH2:10][C:11]([NH:23][CH2:20][CH2:21][CH3:22])=[O:13])=[CH:5][C:4]=1[C:16]([F:19])([F:18])[F:17])#[N:2]. (5) Given the reactants [CH2:1]([O:3][C:4](=[O:13])[CH2:5][CH2:6][CH2:7][CH2:8][CH2:9][N:10]=[C:11]=[O:12])[CH3:2].[Br:14][C:15]1[C:20]([N+:21]([O-:23])=[O:22])=[CH:19][C:18]([NH2:24])=[CH:17][C:16]=1[CH3:25], predict the reaction product. The product is: [CH2:1]([O:3][C:4](=[O:13])[CH2:5][CH2:6][CH2:7][CH2:8][CH2:9][NH:10][C:11]([NH:24][C:18]1[CH:19]=[C:20]([N+:21]([O-:23])=[O:22])[C:15]([Br:14])=[C:16]([CH3:25])[CH:17]=1)=[O:12])[CH3:2].